From a dataset of Catalyst prediction with 721,799 reactions and 888 catalyst types from USPTO. Predict which catalyst facilitates the given reaction. Product: [F:1][C:2]1[CH:10]=[CH:9][CH:8]=[CH:7][C:3]=1[C:4]1[CH:20]=[C:21]([CH2:22][OH:23])[O:6][N:5]=1. Reactant: [F:1][C:2]1[CH:10]=[CH:9][CH:8]=[CH:7][C:3]=1[CH:4]=[N:5][OH:6].N1C=CC=CC=1.ClN1[C:22](=[O:23])[CH2:21][CH2:20]C1=O.C(O)C#C. The catalyst class is: 1.